From a dataset of Reaction yield outcomes from USPTO patents with 853,638 reactions. Predict the reaction yield, written as a fraction of the theoretical maximum amount of product (1.0 means a 100% yield; for example, 0.34 means a 34% yield). (1) The reactants are [Cl:1][C:2]1[N:10]([CH2:11][CH:12]=[CH2:13])[C:9]2[C:8](=[O:14])[NH:7][C:6](=[O:15])[N:5]([CH2:16][O:17][CH2:18][CH2:19][O:20][CH3:21])[C:4]=2[N:3]=1.[C:22](=O)([O-])[O-].[Na+].[Na+].CI. The catalyst is CN(C=O)C. The product is [Cl:1][C:2]1[N:10]([CH2:11][CH:12]=[CH2:13])[C:9]2[C:8](=[O:14])[N:7]([CH3:22])[C:6](=[O:15])[N:5]([CH2:16][O:17][CH2:18][CH2:19][O:20][CH3:21])[C:4]=2[N:3]=1. The yield is 0.850. (2) The reactants are [C:1]([O:5][C:6]([N:8]1[CH:13]2[CH2:14][CH2:15][CH:9]1[CH2:10][C:11](=O)[CH2:12]2)=[O:7])([CH3:4])([CH3:3])[CH3:2].COCCOC.CC1C=CC(S([CH2:33][N+:34]#[C-])(=O)=O)=CC=1.CC(C)([O-])C.[K+]. The catalyst is CCO. The product is [C:1]([O:5][C:6]([N:8]1[CH:13]2[CH2:14][CH2:15][CH:9]1[CH2:10][CH:11]([C:33]#[N:34])[CH2:12]2)=[O:7])([CH3:4])([CH3:3])[CH3:2]. The yield is 0.690. (3) The catalyst is CN(C=O)C. The product is [CH:42]([N:55]1[CH2:56][CH:57]([C:59]2([OH:65])[CH2:64][CH2:63][N:62]([C:6]([C:2]3[S:1][CH:5]=[CH:4][N:3]=3)=[O:8])[CH2:61][CH2:60]2)[CH2:58]1)([C:43]1[CH:44]=[CH:45][CH:46]=[CH:47][CH:48]=1)[C:49]1[CH:54]=[CH:53][CH:52]=[CH:51][CH:50]=1. The reactants are [S:1]1[CH:5]=[CH:4][N:3]=[C:2]1[C:6]([OH:8])=O.CCN(C(C)C)C(C)C.CN(C(ON1N=NC2C=CC=CC1=2)=[N+](C)C)C.F[P-](F)(F)(F)(F)F.[CH:42]([N:55]1[CH2:58][CH:57]([C:59]2([OH:65])[CH2:64][CH2:63][NH:62][CH2:61][CH2:60]2)[CH2:56]1)([C:49]1[CH:54]=[CH:53][CH:52]=[CH:51][CH:50]=1)[C:43]1[CH:48]=[CH:47][CH:46]=[CH:45][CH:44]=1. The yield is 0.330. (4) The reactants are [OH:1][B:2]1[C:6]2[CH:7]=[C:8]([OH:12])[CH:9]=[C:10]([CH3:11])[C:5]=2[CH:4]([CH2:13][C:14]([O:16][CH2:17][CH3:18])=[O:15])[O:3]1.Cl[C:20]1[CH:21]=[C:22]([CH:25]=[CH:26][N:27]=1)[C:23]#[N:24].C(=O)([O-])[O-].[Cs+].[Cs+]. The catalyst is CN(C=O)C. The product is [C:23]([C:22]1[CH:25]=[CH:26][N:27]=[C:20]([O:12][C:8]2[CH:9]=[C:10]([CH3:11])[C:5]3[CH:4]([CH2:13][C:14]([O:16][CH2:17][CH3:18])=[O:15])[O:3][B:2]([OH:1])[C:6]=3[CH:7]=2)[CH:21]=1)#[N:24]. The yield is 0.560. (5) The reactants are Cl[C:2]1[C:11]2[C:6](=[CH:7][C:8]([O:14][CH2:15][CH2:16][CH2:17][N:18]3[CH2:23][CH2:22][CH2:21][CH2:20][CH2:19]3)=[C:9]([O:12][CH3:13])[CH:10]=2)[N:5]=[CH:4][N:3]=1.C(=O)([O-])[O-].[K+].[K+].[OH:30][C:31]1[CH:32]=[C:33]2[C:37](=[CH:38][C:39]=1[O:40][CH3:41])[NH:36][CH:35]=[CH:34]2. The catalyst is CC(N(C)C)=O. The product is [CH3:41][O:40][C:39]1[CH:38]=[C:37]2[C:33]([CH:34]=[CH:35][NH:36]2)=[CH:32][C:31]=1[O:30][C:2]1[C:11]2[C:6](=[CH:7][C:8]([O:14][CH2:15][CH2:16][CH2:17][N:18]3[CH2:23][CH2:22][CH2:21][CH2:20][CH2:19]3)=[C:9]([O:12][CH3:13])[CH:10]=2)[N:5]=[CH:4][N:3]=1. The yield is 0.380. (6) The reactants are [CH3:1][S:2][C:3]1[CH:10]=[CH:9][C:6]([C:7]#N)=[CH:5][CH:4]=1.[CH2:11]([Mg]Cl)[CH2:12][C:13]1[CH:18]=[CH:17][CH:16]=[CH:15][CH:14]=1.C1C[O:24]CC1. No catalyst specified. The product is [CH3:1][S:2][C:3]1[CH:10]=[CH:9][C:6]([C:7](=[O:24])[CH2:11][CH2:12][C:13]2[CH:18]=[CH:17][CH:16]=[CH:15][CH:14]=2)=[CH:5][CH:4]=1. The yield is 0.960.